From a dataset of Peptide-MHC class I binding affinity with 185,985 pairs from IEDB/IMGT. Regression. Given a peptide amino acid sequence and an MHC pseudo amino acid sequence, predict their binding affinity value. This is MHC class I binding data. The binding affinity (normalized) is 0.140. The peptide sequence is ACRCGRFQK. The MHC is HLA-A68:01 with pseudo-sequence HLA-A68:01.